Dataset: Catalyst prediction with 721,799 reactions and 888 catalyst types from USPTO. Task: Predict which catalyst facilitates the given reaction. Reactant: Cl.[F:2][C:3]([F:29])([F:28])[C:4]1[CH:5]=[C:6]([C:10]2[N:11]=[C:12]([N:15]3[CH2:20][CH2:19][N:18](C(OC(C)(C)C)=O)[CH2:17][CH2:16]3)[S:13][CH:14]=2)[CH:7]=[CH:8][CH:9]=1. Product: [F:29][C:3]([F:2])([F:28])[C:4]1[CH:5]=[C:6]([C:10]2[N:11]=[C:12]([N:15]3[CH2:20][CH2:19][NH:18][CH2:17][CH2:16]3)[S:13][CH:14]=2)[CH:7]=[CH:8][CH:9]=1. The catalyst class is: 13.